From a dataset of Forward reaction prediction with 1.9M reactions from USPTO patents (1976-2016). Predict the product of the given reaction. Given the reactants [Cl:1][C:2]1[N:3]([CH2:10][C@:11]([OH:15])([CH3:14])[CH2:12][OH:13])[CH:4]=[C:5]([N+:7]([O-:9])=[O:8])[N:6]=1.C(N(CC)C(C)C)(C)C.Cl[C:26]([N:28]1[CH2:33][CH2:32][N:31]([C:34]([O:36][C:37]([CH3:40])([CH3:39])[CH3:38])=[O:35])[CH2:30][CH2:29]1)=[O:27], predict the reaction product. The product is: [C:37]([O:36][C:34]([N:31]1[CH2:30][CH2:29][N:28]([C:26]([O:13][CH2:12][C@@:11]([OH:15])([CH3:14])[CH2:10][N:3]2[CH:4]=[C:5]([N+:7]([O-:9])=[O:8])[N:6]=[C:2]2[Cl:1])=[O:27])[CH2:33][CH2:32]1)=[O:35])([CH3:40])([CH3:38])[CH3:39].